Dataset: NCI-60 drug combinations with 297,098 pairs across 59 cell lines. Task: Regression. Given two drug SMILES strings and cell line genomic features, predict the synergy score measuring deviation from expected non-interaction effect. (1) Drug 1: C1CC(C1)(C(=O)O)C(=O)O.[NH2-].[NH2-].[Pt+2]. Drug 2: CN1C(=O)N2C=NC(=C2N=N1)C(=O)N. Cell line: RPMI-8226. Synergy scores: CSS=21.9, Synergy_ZIP=-6.55, Synergy_Bliss=-2.29, Synergy_Loewe=-11.0, Synergy_HSA=-3.96. (2) Cell line: HCT-15. Synergy scores: CSS=49.9, Synergy_ZIP=-4.42, Synergy_Bliss=-3.92, Synergy_Loewe=-1.59, Synergy_HSA=5.06. Drug 2: CC1=C(N=C(N=C1N)C(CC(=O)N)NCC(C(=O)N)N)C(=O)NC(C(C2=CN=CN2)OC3C(C(C(C(O3)CO)O)O)OC4C(C(C(C(O4)CO)O)OC(=O)N)O)C(=O)NC(C)C(C(C)C(=O)NC(C(C)O)C(=O)NCCC5=NC(=CS5)C6=NC(=CS6)C(=O)NCCC[S+](C)C)O. Drug 1: C1CN1C2=NC(=NC(=N2)N3CC3)N4CC4. (3) Drug 1: C1C(C(OC1N2C=C(C(=O)NC2=O)F)CO)O. Drug 2: CS(=O)(=O)OCCCCOS(=O)(=O)C. Synergy scores: CSS=35.6, Synergy_ZIP=-3.68, Synergy_Bliss=-4.07, Synergy_Loewe=-4.42, Synergy_HSA=0.533. Cell line: COLO 205. (4) Drug 1: C1CCC(CC1)NC(=O)N(CCCl)N=O. Drug 2: CC=C1C(=O)NC(C(=O)OC2CC(=O)NC(C(=O)NC(CSSCCC=C2)C(=O)N1)C(C)C)C(C)C. Cell line: SW-620. Synergy scores: CSS=60.0, Synergy_ZIP=4.11, Synergy_Bliss=4.71, Synergy_Loewe=-14.6, Synergy_HSA=5.56. (5) Cell line: HCC-2998. Drug 2: COC1=C2C(=CC3=C1OC=C3)C=CC(=O)O2. Drug 1: CC1C(C(CC(O1)OC2CC(CC3=C2C(=C4C(=C3O)C(=O)C5=C(C4=O)C(=CC=C5)OC)O)(C(=O)C)O)N)O.Cl. Synergy scores: CSS=8.79, Synergy_ZIP=4.30, Synergy_Bliss=9.49, Synergy_Loewe=-12.6, Synergy_HSA=6.59. (6) Drug 1: CC1=C2C(C(=O)C3(C(CC4C(C3C(C(C2(C)C)(CC1OC(=O)C(C(C5=CC=CC=C5)NC(=O)C6=CC=CC=C6)O)O)OC(=O)C7=CC=CC=C7)(CO4)OC(=O)C)O)C)OC(=O)C. Drug 2: COCCOC1=C(C=C2C(=C1)C(=NC=N2)NC3=CC=CC(=C3)C#C)OCCOC. Cell line: SK-OV-3. Synergy scores: CSS=60.5, Synergy_ZIP=1.21, Synergy_Bliss=0.189, Synergy_Loewe=4.40, Synergy_HSA=6.66. (7) Drug 1: CC1CCC2CC(C(=CC=CC=CC(CC(C(=O)C(C(C(=CC(C(=O)CC(OC(=O)C3CCCCN3C(=O)C(=O)C1(O2)O)C(C)CC4CCC(C(C4)OC)O)C)C)O)OC)C)C)C)OC. Drug 2: CC1=C(C(=O)C2=C(C1=O)N3CC4C(C3(C2COC(=O)N)OC)N4)N. Cell line: HOP-62. Synergy scores: CSS=47.6, Synergy_ZIP=-1.34, Synergy_Bliss=-2.89, Synergy_Loewe=-3.95, Synergy_HSA=-1.13. (8) Drug 2: C1=NC2=C(N=C(N=C2N1C3C(C(C(O3)CO)O)F)Cl)N. Synergy scores: CSS=28.4, Synergy_ZIP=-2.34, Synergy_Bliss=0.982, Synergy_Loewe=-79.2, Synergy_HSA=0.820. Cell line: SNB-19. Drug 1: CN1C2=C(C=C(C=C2)N(CCCl)CCCl)N=C1CCCC(=O)O.Cl. (9) Drug 1: CC1=C2C(C(=O)C3(C(CC4C(C3C(C(C2(C)C)(CC1OC(=O)C(C(C5=CC=CC=C5)NC(=O)OC(C)(C)C)O)O)OC(=O)C6=CC=CC=C6)(CO4)OC(=O)C)O)C)O. Drug 2: C1CN1C2=NC(=NC(=N2)N3CC3)N4CC4. Cell line: NCI-H460. Synergy scores: CSS=52.1, Synergy_ZIP=-0.116, Synergy_Bliss=0.516, Synergy_Loewe=-0.308, Synergy_HSA=0.571.